Dataset: Peptide-MHC class I binding affinity with 185,985 pairs from IEDB/IMGT. Task: Regression. Given a peptide amino acid sequence and an MHC pseudo amino acid sequence, predict their binding affinity value. This is MHC class I binding data. (1) The peptide sequence is AADFPGIAR. The MHC is HLA-A02:03 with pseudo-sequence HLA-A02:03. The binding affinity (normalized) is 0.0847. (2) The peptide sequence is TQIPRQMVL. The MHC is HLA-A26:01 with pseudo-sequence HLA-A26:01. The binding affinity (normalized) is 0.0847. (3) The peptide sequence is AGFSAGLTY. The MHC is HLA-A24:02 with pseudo-sequence HLA-A24:02. The binding affinity (normalized) is 0. (4) The peptide sequence is YSKPWMAFF. The MHC is HLA-A11:01 with pseudo-sequence HLA-A11:01. The binding affinity (normalized) is 0.0847. (5) The peptide sequence is RPQKRPSCI. The MHC is HLA-A68:02 with pseudo-sequence HLA-A68:02. The binding affinity (normalized) is 0.0305. (6) The peptide sequence is VSRDFDDVY. The MHC is HLA-B38:01 with pseudo-sequence HLA-B38:01. The binding affinity (normalized) is 0.0847.